Dataset: Forward reaction prediction with 1.9M reactions from USPTO patents (1976-2016). Task: Predict the product of the given reaction. (1) Given the reactants [NH2:1][C:2]1[CH:10]=[CH:9][C:8]([Br:11])=[CH:7][C:3]=1[C:4]([OH:6])=O.[NH2:12][CH2:13][CH2:14][CH2:15][C:16](O)=O.P(P(=O)(O)O)(=O)=O, predict the reaction product. The product is: [Br:11][C:8]1[CH:9]=[CH:10][C:2]2[N:1]=[C:13]3[CH2:14][CH2:15][CH2:16][N:12]3[C:4](=[O:6])[C:3]=2[CH:7]=1. (2) Given the reactants ON1C2C=CC=CC=2N=N1.[C:11]([O:15][C:16]([NH:18][C:19]1([C:34](O)=[O:35])[CH2:24][CH2:23][N:22]([C:25]2[C:26]3[CH:33]=[CH:32][NH:31][C:27]=3[N:28]=[CH:29][N:30]=2)[CH2:21][CH2:20]1)=[O:17])([CH3:14])([CH3:13])[CH3:12].[NH2:37][C:38]1[CH:43]=[C:42]([Br:44])[CH:41]=[CH:40][C:39]=1[NH2:45].Cl.C(N=C=NCCCN(C)C)C, predict the reaction product. The product is: [NH2:45][C:39]1[CH:40]=[CH:41][C:42]([Br:44])=[CH:43][C:38]=1[NH:37][C:34]([C:19]1([NH:18][C:16](=[O:17])[O:15][C:11]([CH3:14])([CH3:12])[CH3:13])[CH2:24][CH2:23][N:22]([C:25]2[C:26]3[CH:33]=[CH:32][NH:31][C:27]=3[N:28]=[CH:29][N:30]=2)[CH2:21][CH2:20]1)=[O:35].[NH2:37][C:38]1[CH:43]=[C:42]([Br:44])[CH:41]=[CH:40][C:39]=1[NH:45][C:34]([C:19]1([NH:18][C:16](=[O:17])[O:15][C:11]([CH3:14])([CH3:12])[CH3:13])[CH2:24][CH2:23][N:22]([C:25]2[C:26]3[CH:33]=[CH:32][NH:31][C:27]=3[N:28]=[CH:29][N:30]=2)[CH2:21][CH2:20]1)=[O:35]. (3) Given the reactants [Cl:1][C:2]1[N:3]=[C:4](Cl)[C:5]2[CH2:10][CH2:9][CH:8]([C:11]3[CH:16]=[CH:15][CH:14]=[CH:13][CH:12]=3)[C:6]=2[N:7]=1.[CH2:18]1[CH2:22]O[CH2:20][CH2:19]1.C([Mg]Br)CC=C, predict the reaction product. The product is: [CH2:20]([C:4]1[C:5]2[CH2:10][CH2:9][CH:8]([C:11]3[CH:16]=[CH:15][CH:14]=[CH:13][CH:12]=3)[C:6]=2[N:7]=[C:2]([Cl:1])[N:3]=1)[CH2:19][CH:18]=[CH2:22].